This data is from Full USPTO retrosynthesis dataset with 1.9M reactions from patents (1976-2016). The task is: Predict the reactants needed to synthesize the given product. (1) Given the product [CH3:24][Si:21]([CH3:22])([CH3:23])[C:10]1([CH2:36][CH2:35][CH2:34][CH2:33][CH2:55][CH3:56])[S:9][C:8]2[C:6]3[S:7][C:3]([Si:2]([CH3:1])([CH3:32])[CH3:31])=[C:4]([CH2:25][CH2:26][CH2:27][CH2:28][CH2:29][CH3:30])[C:5]=3[C:44](=[O:45])[C:13](=[O:14])[C:12]=2[CH2:11]1, predict the reactants needed to synthesize it. The reactants are: [CH3:1][Si:2]([CH3:32])([CH3:31])[C:3]1[S:7][C:6]2[C:8]3[S:9][C:10]([Si:21]([CH3:24])([CH3:23])[CH3:22])=[C:11](CCCCCC)[C:12]=3[C:13](=[O:14])[C:5]=2[C:4]=1[CH2:25][CH2:26][CH2:27][CH2:28][CH2:29][CH3:30].[CH2:33]([Li])[CH2:34][CH2:35][CH3:36].Cl[Si](C)(C)C.C(OCC)(=O)[C:44](OCC)=[O:45].[NH4+].[Cl-].[CH2:55]1COC[CH2:56]1. (2) Given the product [C:1]([O:5][C:6]([N:8]1[CH2:9][CH2:10][CH:11]([NH:14][CH3:15])[CH2:12][CH2:13]1)=[O:7])([CH3:4])([CH3:3])[CH3:2], predict the reactants needed to synthesize it. The reactants are: [C:1]([O:5][C:6]([N:8]1[CH2:13][CH2:12][CH:11]([N:14](CC2C=CC=CC=2)[CH3:15])[CH2:10][CH2:9]1)=[O:7])([CH3:4])([CH3:3])[CH3:2]. (3) Given the product [C:1]([N:5]1[C:9]([C:10]2[CH:15]=[CH:14][C:13]([F:16])=[CH:12][CH:11]=2)=[C:8]([C:17]2[S:18][CH:19]=[C:20]([CH2:22][C:23]([NH:29][CH2:28][C:27]([F:31])([F:30])[F:26])=[O:24])[N:21]=2)[CH:7]=[N:6]1)([CH3:2])([CH3:3])[CH3:4], predict the reactants needed to synthesize it. The reactants are: [C:1]([N:5]1[C:9]([C:10]2[CH:15]=[CH:14][C:13]([F:16])=[CH:12][CH:11]=2)=[C:8]([C:17]2[S:18][CH:19]=[C:20]([CH2:22][C:23](O)=[O:24])[N:21]=2)[CH:7]=[N:6]1)([CH3:4])([CH3:3])[CH3:2].[F:26][C:27]([F:31])([F:30])[CH2:28][NH2:29]. (4) Given the product [Cl:36][C:33]1[CH:34]=[CH:35][C:29]2[O:28][C:27]([NH:26][C:24](=[O:25])[CH2:23][S:20][C:10]3[N:9]([C:4]4[CH:5]=[CH:6][C:7]([Cl:8])=[C:2]([Cl:1])[CH:3]=4)[C:18](=[O:19])[C:17]4[C:12](=[CH:13][CH:14]=[CH:15][CH:16]=4)[N:11]=3)=[N:31][C:30]=2[CH:32]=1, predict the reactants needed to synthesize it. The reactants are: [Cl:1][C:2]1[CH:3]=[C:4]([N:9]2[C:18](=[O:19])[C:17]3[C:12](=[CH:13][CH:14]=[CH:15][CH:16]=3)[N:11]=[C:10]2[SH:20])[CH:5]=[CH:6][C:7]=1[Cl:8].ClC[CH2:23][C:24]([NH:26][C:27]1[O:28][C:29]2[CH:35]=[CH:34][C:33]([Cl:36])=[CH:32][C:30]=2[N:31]=1)=[O:25]. (5) Given the product [CH:4]1([O:8][C@H:9]([CH3:41])[C@@H:10]([C:37]([OH:39])=[O:38])[NH:11][C:12]([C:14]2[C:23]([NH:24][C:25]([NH:27][C:28]3[C:29]([CH3:36])=[CH:30][C:31]([CH3:35])=[CH:32][C:33]=3[CH3:34])=[O:26])=[CH:22][C:21]3[C:16](=[CH:17][CH:18]=[CH:19][CH:20]=3)[CH:15]=2)=[O:13])[CH2:5][CH2:6][CH2:7]1, predict the reactants needed to synthesize it. The reactants are: O.[OH-].[Li+].[CH:4]1([O:8][C@H:9]([CH3:41])[C@@H:10]([C:37]([O:39]C)=[O:38])[NH:11][C:12]([C:14]2[C:23]([NH:24][C:25]([NH:27][C:28]3[C:33]([CH3:34])=[CH:32][C:31]([CH3:35])=[CH:30][C:29]=3[CH3:36])=[O:26])=[CH:22][C:21]3[C:16](=[CH:17][CH:18]=[CH:19][CH:20]=3)[CH:15]=2)=[O:13])[CH2:7][CH2:6][CH2:5]1.O.Cl.